Task: Regression. Given two drug SMILES strings and cell line genomic features, predict the synergy score measuring deviation from expected non-interaction effect.. Dataset: NCI-60 drug combinations with 297,098 pairs across 59 cell lines (1) Drug 1: CC1=C(C=C(C=C1)C(=O)NC2=CC(=CC(=C2)C(F)(F)F)N3C=C(N=C3)C)NC4=NC=CC(=N4)C5=CN=CC=C5. Drug 2: C1=CC=C(C(=C1)C(C2=CC=C(C=C2)Cl)C(Cl)Cl)Cl. Cell line: HS 578T. Synergy scores: CSS=0.500, Synergy_ZIP=0.200, Synergy_Bliss=0.785, Synergy_Loewe=-0.698, Synergy_HSA=-0.572. (2) Drug 1: CC(CN1CC(=O)NC(=O)C1)N2CC(=O)NC(=O)C2. Drug 2: C1C(C(OC1N2C=NC(=NC2=O)N)CO)O. Cell line: IGROV1. Synergy scores: CSS=24.2, Synergy_ZIP=-3.39, Synergy_Bliss=4.70, Synergy_Loewe=5.36, Synergy_HSA=5.42. (3) Drug 1: C1CCC(C1)C(CC#N)N2C=C(C=N2)C3=C4C=CNC4=NC=N3. Drug 2: C1CCN(CC1)CCOC2=CC=C(C=C2)C(=O)C3=C(SC4=C3C=CC(=C4)O)C5=CC=C(C=C5)O. Cell line: SW-620. Synergy scores: CSS=3.02, Synergy_ZIP=4.18, Synergy_Bliss=3.93, Synergy_Loewe=-0.573, Synergy_HSA=0.307. (4) Drug 1: C1CCN(CC1)CCOC2=CC=C(C=C2)C(=O)C3=C(SC4=C3C=CC(=C4)O)C5=CC=C(C=C5)O. Drug 2: C1=NNC2=C1C(=O)NC=N2. Cell line: A498. Synergy scores: CSS=2.42, Synergy_ZIP=-1.85, Synergy_Bliss=-2.86, Synergy_Loewe=-29.7, Synergy_HSA=-3.72. (5) Drug 1: C1=NC(=NC(=O)N1C2C(C(C(O2)CO)O)O)N. Drug 2: CC1C(C(CC(O1)OC2CC(CC3=C2C(=C4C(=C3O)C(=O)C5=CC=CC=C5C4=O)O)(C(=O)C)O)N)O. Cell line: HCT-15. Synergy scores: CSS=39.4, Synergy_ZIP=-1.55, Synergy_Bliss=2.52, Synergy_Loewe=-7.90, Synergy_HSA=5.83. (6) Drug 1: CC1=CC=C(C=C1)C2=CC(=NN2C3=CC=C(C=C3)S(=O)(=O)N)C(F)(F)F. Drug 2: CC1=C(C(=O)C2=C(C1=O)N3CC4C(C3(C2COC(=O)N)OC)N4)N. Cell line: NCI-H522. Synergy scores: CSS=38.9, Synergy_ZIP=-3.94, Synergy_Bliss=-1.53, Synergy_Loewe=-40.2, Synergy_HSA=-1.01.